From a dataset of Forward reaction prediction with 1.9M reactions from USPTO patents (1976-2016). Predict the product of the given reaction. (1) The product is: [CH2:1]([O:3][C:4]([C:6]1([NH:15][C:16](=[O:25])[C:17]2[CH:22]=[CH:21][CH:20]=[C:19]([CH3:23])[C:18]=2[C:33]#[C:34][CH2:35][CH2:36][CH3:37])[CH2:14][C:13]2[C:8](=[CH:9][CH:10]=[CH:11][CH:12]=2)[CH2:7]1)=[O:5])[CH3:2]. Given the reactants [CH2:1]([O:3][C:4]([C:6]1([NH:15][C:16](=[O:25])[C:17]2[CH:22]=[CH:21][CH:20]=[C:19]([CH3:23])[C:18]=2I)[CH2:14][C:13]2[C:8](=[CH:9][CH:10]=[CH:11][CH:12]=2)[CH2:7]1)=[O:5])[CH3:2].C(NC(C)C)(C)C.[CH:33]#[C:34][CH2:35][CH2:36][CH3:37], predict the reaction product. (2) Given the reactants C(N=C=NCCCN(C)C)C.Cl.Cl.[NH2:14][C@@H:15]([CH:43]1[CH2:48][CH2:47][C:46]([F:50])([F:49])[CH2:45][CH2:44]1)[C:16]([N:18]1[C@H:23]([C:24]([NH:26][C@H:27]2[C:36]3[C:31](=[CH:32][CH:33]=[CH:34][CH:35]=3)[O:30][CH2:29][CH2:28]2)=[O:25])[CH2:22][N:21]2[CH2:37][C@H:38]([O:40][CH2:41][CH3:42])[CH2:39][C@@H:20]2[CH2:19]1)=[O:17].[C:51]([O:55][C:56]([N:58]([CH3:65])[C@H:59]([CH2:63][F:64])[C:60](O)=[O:61])=[O:57])([CH3:54])([CH3:53])[CH3:52].C(N(CC)C(C)C)(C)C.ON1C2C=CC=CC=2N=N1, predict the reaction product. The product is: [C:51]([O:55][C:56](=[O:57])[N:58]([C@H:59]([CH2:63][F:64])[C:60]([NH:14][C@@H:15]([CH:43]1[CH2:48][CH2:47][C:46]([F:49])([F:50])[CH2:45][CH2:44]1)[C:16]([N:18]1[C@H:23]([C:24](=[O:25])[NH:26][C@H:27]2[C:36]3[C:31](=[CH:32][CH:33]=[CH:34][CH:35]=3)[O:30][CH2:29][CH2:28]2)[CH2:22][N:21]2[CH2:37][C@H:38]([O:40][CH2:41][CH3:42])[CH2:39][C@@H:20]2[CH2:19]1)=[O:17])=[O:61])[CH3:65])([CH3:52])([CH3:54])[CH3:53]. (3) Given the reactants [CH:1]1[C:13]2[O:12][C:11]3[C:10]4[C:14]5[C:19]([NH:20][C:9]=4[CH:8]=[CH:7][C:6]=3[C:5]=2[CH:4]=[CH:3][CH:2]=1)=[CH:18][CH:17]=[CH:16][CH:15]=5.[H-].[Na+].Cl[C:24]1[N:29]=[C:28]([C:30]2[CH:35]=[CH:34][CH:33]=[CH:32][CH:31]=2)[N:27]=[C:26]([C:36]2[CH:41]=[CH:40][CH:39]=[CH:38][CH:37]=2)[N:25]=1, predict the reaction product. The product is: [C:36]1([C:26]2[N:27]=[C:28]([C:30]3[CH:31]=[CH:32][CH:33]=[CH:34][CH:35]=3)[N:29]=[C:24]([N:20]3[C:9]4[CH:8]=[CH:7][C:6]5[C:5]6[CH:4]=[CH:3][CH:2]=[CH:1][C:13]=6[O:12][C:11]=5[C:10]=4[C:14]4[C:19]3=[CH:18][CH:17]=[CH:16][CH:15]=4)[N:25]=2)[CH:41]=[CH:40][CH:39]=[CH:38][CH:37]=1. (4) Given the reactants [CH3:1][C:2]1[CH:11]=[C:10]2[C:5]([CH:6]=[CH:7][CH:8]=[N+:9]2[O-])=[CH:4][CH:3]=1.[Si]([C:17]#[N:18])(C)(C)C.CN(C)C(Cl)=O, predict the reaction product. The product is: [CH3:1][C:2]1[CH:11]=[C:10]2[C:5]([CH:6]=[CH:7][C:8]([C:17]#[N:18])=[N:9]2)=[CH:4][CH:3]=1. (5) Given the reactants [C:1]([O:5][C:6]([NH:8][C@H:9]([CH2:13][CH:14]([CH3:16])[CH3:15])[C:10]([OH:12])=O)=[O:7])([CH3:4])([CH3:3])[CH3:2].CN(C(ON1N=NC2[CH:28]=[CH:29][CH:30]=[N:31][C:26]1=2)=[N+](C)C)C.F[P-](F)(F)(F)(F)F.N1CCCC1.CCN(CC)CC, predict the reaction product. The product is: [CH3:15][CH:14]([CH3:16])[CH2:13][C@@H:9]([NH:8][C:6](=[O:7])[O:5][C:1]([CH3:2])([CH3:3])[CH3:4])[C:10](=[O:12])[N:31]1[CH2:30][CH2:29][CH2:28][CH2:26]1. (6) Given the reactants [Br:1][C:2]1[CH:3]=[C:4]([NH2:8])[CH:5]=[N:6][CH:7]=1.[C:9](O[C:9]([O:11][C:12]([CH3:15])([CH3:14])[CH3:13])=[O:10])([O:11][C:12]([CH3:15])([CH3:14])[CH3:13])=[O:10].C[Si]([N-][Si](C)(C)C)(C)C.[Na+].C1COCC1, predict the reaction product. The product is: [Br:1][C:2]1[CH:3]=[C:4]([NH:8][C:9](=[O:10])[O:11][C:12]([CH3:15])([CH3:14])[CH3:13])[CH:5]=[N:6][CH:7]=1. (7) Given the reactants [NH:1]1[CH2:6][CH2:5][O:4][CH2:3][CH2:2]1.[Br:7][C:8]1[CH:15]=[CH:14][C:13]([OH:16])=[CH:12][C:9]=1[CH:10]=O.C(O[BH-](OC(=O)C)OC(=O)C)(=O)C.[Na+], predict the reaction product. The product is: [Br:7][C:8]1[CH:15]=[CH:14][C:13]([OH:16])=[CH:12][C:9]=1[CH2:10][N:1]1[CH2:6][CH2:5][O:4][CH2:3][CH2:2]1.